Dataset: Forward reaction prediction with 1.9M reactions from USPTO patents (1976-2016). Task: Predict the product of the given reaction. (1) Given the reactants [CH:1]1([CH2:4][O:5][C:6]2[N:11]=[C:10]([C:12]([OH:14])=O)[CH:9]=[CH:8][C:7]=2[N:15]2[CH2:18][C:17]([F:20])([F:19])[CH2:16]2)[CH2:3][CH2:2]1.Cl.[F:22][C:23]1([F:27])[CH2:26][NH:25][CH2:24]1.CN(C(ON1N=NC2C=CC=CC1=2)=[N+](C)C)C.[B-](F)(F)(F)F.CCN(C(C)C)C(C)C, predict the reaction product. The product is: [CH:1]1([CH2:4][O:5][C:6]2[N:11]=[C:10]([C:12]([N:25]3[CH2:26][C:23]([F:27])([F:22])[CH2:24]3)=[O:14])[CH:9]=[CH:8][C:7]=2[N:15]2[CH2:18][C:17]([F:20])([F:19])[CH2:16]2)[CH2:2][CH2:3]1. (2) Given the reactants [CH2:1]1[C:5]2=[C:6]([CH:13]=O)[C:7]3[CH:8]=[CH:9][CH:10]=[N:11][C:12]=3[N:4]2[CH2:3][CH2:2]1.C([O-])(=O)C.[NH4+].[N+:20]([CH2:23][CH3:24])([O-:22])=[O:21], predict the reaction product. The product is: [N+:20]([C:23]([CH3:24])=[CH:13][C:6]1[C:7]2[CH:8]=[CH:9][CH:10]=[N:11][C:12]=2[N:4]2[CH2:3][CH2:2][CH2:1][C:5]=12)([O-:22])=[O:21]. (3) Given the reactants [C:1]([C:5]1[CH:9]=[C:8]([NH:10][C:11]([NH:13][C@@H:14]2[C:23]3[C:18](=[CH:19][CH:20]=[CH:21][CH:22]=3)[C@H:17]([O:24][C:25]3[CH:26]=[CH:27][C:28]4[N:29]([C:31]([N:34]5[C@H:39]([CH3:40])[CH2:38][CH2:37][CH2:36][C@@H:35]5[CH3:41])=[N:32][N:33]=4)[CH:30]=3)[CH2:16][CH2:15]2)=[O:12])[N:7]([C:42]2[CH:43]=[N:44][N:45]([CH2:47][CH2:48][OH:49])[CH:46]=2)[N:6]=1)([CH3:4])([CH3:3])[CH3:2].CCN(C(C)C)C(C)C.[CH3:59][S:60](Cl)(=[O:62])=[O:61], predict the reaction product. The product is: [C:1]([C:5]1[CH:9]=[C:8]([NH:10][C:11]([NH:13][C@@H:14]2[C:23]3[C:18](=[CH:19][CH:20]=[CH:21][CH:22]=3)[C@H:17]([O:24][C:25]3[CH:26]=[CH:27][C:28]4[N:29]([C:31]([N:34]5[C@H:35]([CH3:41])[CH2:36][CH2:37][CH2:38][C@@H:39]5[CH3:40])=[N:32][N:33]=4)[CH:30]=3)[CH2:16][CH2:15]2)=[O:12])[N:7]([C:42]2[CH:43]=[N:44][N:45]([CH2:47][CH2:48][O:49][S:60]([CH3:59])(=[O:62])=[O:61])[CH:46]=2)[N:6]=1)([CH3:3])([CH3:4])[CH3:2]. (4) Given the reactants [F:1][C:2]([F:14])([F:13])[C:3]1[CH:4]=[C:5]([CH2:9][C:10]([OH:12])=O)[CH:6]=[CH:7][CH:8]=1.CCN=C=NCCCN(C)C.[CH:26]1[CH:27]=[CH:28][C:29]2[N:34](O)N=NC=2[CH:31]=1.[C:36](=[O:39])(O)[O-].[Na+].CN(C=[O:45])C, predict the reaction product. The product is: [OH:45][C:28]1[CH:27]=[CH:26][CH:31]=[C:36]([OH:39])[C:29]=1[NH:34][C:10](=[O:12])[CH2:9][C:5]1[CH:6]=[CH:7][CH:8]=[C:3]([C:2]([F:1])([F:14])[F:13])[CH:4]=1. (5) Given the reactants N(C(C)C)C(C)C.[Li]CCCC.[Li+].CC([N-]C(C)C)C.[C:21]([O:24][C:25]([CH3:28])([CH3:27])[CH3:26])(=[O:23])[CH3:22].[CH:29]([C:31]1[CH:40]=[CH:39][C:34]([C:35]([O:37][CH3:38])=[O:36])=[CH:33][CH:32]=1)=O.ClC1N=C(OC)N=C(OC)N=1.[NH4+].[Cl-], predict the reaction product. The product is: [C:25]([O:24][C:21]([CH:22]=[CH:29][C:31]1[CH:40]=[CH:39][C:34]([C:35]([O:37][CH3:38])=[O:36])=[CH:33][CH:32]=1)=[O:23])([CH3:28])([CH3:27])[CH3:26]. (6) Given the reactants [O:1]=[C:2]1[N:7]([CH2:8][C:9]2[CH:14]=[CH:13][CH:12]=[CH:11][CH:10]=2)[CH:6]([C:15]([OH:17])=O)[CH2:5][CH2:4][CH2:3]1.C(CC(O)=O)C[C@H](N)C(O)=O.Cl.CN(C)CCCN=C=NCC.ON1C2C=CC=CC=2N=N1.[Cl:51][C:52]1[C:57]([C:58]([F:61])([F:60])[F:59])=[CH:56][CH:55]=[CH:54][C:53]=1[CH2:62][NH2:63], predict the reaction product. The product is: [Cl:51][C:52]1[C:57]([C:58]([F:60])([F:61])[F:59])=[CH:56][CH:55]=[CH:54][C:53]=1[CH2:62][NH:63][C:15]([CH:6]1[CH2:5][CH2:4][CH2:3][C:2](=[O:1])[N:7]1[CH2:8][C:9]1[CH:10]=[CH:11][CH:12]=[CH:13][CH:14]=1)=[O:17]. (7) Given the reactants Br[C:2]1[CH:11]=[C:10]2[C:5]([CH2:6][CH2:7][N:8]([C:12]3[CH:17]=[C:16]([N:18]4[CH2:23][CH2:22][N:21]([CH3:24])[CH2:20][CH2:19]4)[N:15]=[C:14]([NH2:25])[N:13]=3)[CH2:9]2)=[CH:4][CH:3]=1.[C:26]([N:29]1[CH2:34][CH2:33][NH:32][CH2:31][CH2:30]1)(=[O:28])[CH3:27], predict the reaction product. The product is: [C:26]([N:29]1[CH2:34][CH2:33][N:32]([C:2]2[CH:11]=[C:10]3[C:5]([CH2:6][CH2:7][N:8]([C:12]4[CH:17]=[C:16]([N:18]5[CH2:23][CH2:22][N:21]([CH3:24])[CH2:20][CH2:19]5)[N:15]=[C:14]([NH2:25])[N:13]=4)[CH2:9]3)=[CH:4][CH:3]=2)[CH2:31][CH2:30]1)(=[O:28])[CH3:27]. (8) Given the reactants [NH:1]([C:28]([O:30][C:31]([CH3:34])([CH3:33])[CH3:32])=[O:29])[CH2:2][C:3]([NH:5][C@H:6]([C:14]([NH:16][CH2:17][C:18]([O:20]CC1C=CC=CC=1)=[O:19])=[O:15])[CH2:7][C:8]1[CH:13]=[CH:12][CH:11]=[CH:10][CH:9]=1)=[O:4], predict the reaction product. The product is: [NH:1]([C:28]([O:30][C:31]([CH3:34])([CH3:33])[CH3:32])=[O:29])[CH2:2][C:3]([NH:5][C@H:6]([C:14]([NH:16][CH2:17][C:18]([OH:20])=[O:19])=[O:15])[CH2:7][C:8]1[CH:13]=[CH:12][CH:11]=[CH:10][CH:9]=1)=[O:4]. (9) Given the reactants [Cl:1][C:2]1[C:7]([Cl:8])=[CH:6][CH:5]=[CH:4][C:3]=1[CH2:9][CH2:10][O:11][CH2:12][CH2:13][N:14]1[CH2:19][CH2:18][CH:17]([OH:20])[CH2:16][CH2:15]1.C[N+]1([O-])CCOCC1.CCOCC, predict the reaction product. The product is: [Cl:1][C:2]1[C:7]([Cl:8])=[CH:6][CH:5]=[CH:4][C:3]=1[CH2:9][CH2:10][O:11][CH2:12][CH2:13][N:14]1[CH2:15][CH2:16][C:17](=[O:20])[CH2:18][CH2:19]1. (10) The product is: [C:1]([O:5][C:6]([N:8]([CH2:25][C:26]([O:28][C:29]([CH3:32])([CH3:31])[CH3:30])=[O:27])[C:9]1[CH:14]=[CH:13][CH:12]=[C:11]([CH:15]([CH2:44][C:43]2[CH:46]=[CH:47][C:40]([C:34]([CH3:33])([CH3:39])[CH2:35][CH2:36][CH2:37][CH3:38])=[CH:41][CH:42]=2)[NH:16][S:17]([C:20]2[S:21][CH:22]=[CH:23][CH:24]=2)(=[O:19])=[O:18])[N:10]=1)=[O:7])([CH3:4])([CH3:3])[CH3:2]. Given the reactants [C:1]([O:5][C:6]([N:8]([CH2:25][C:26]([O:28][C:29]([CH3:32])([CH3:31])[CH3:30])=[O:27])[C:9]1[CH:14]=[CH:13][CH:12]=[C:11]([CH2:15][NH:16][S:17]([C:20]2[S:21][CH:22]=[CH:23][CH:24]=2)(=[O:19])=[O:18])[N:10]=1)=[O:7])([CH3:4])([CH3:3])[CH3:2].[CH3:33][C:34]([C:40]1[CH:47]=[CH:46][C:43]([CH2:44]O)=[CH:42][CH:41]=1)([CH3:39])[CH2:35][CH2:36][CH2:37][CH3:38].C(P(CCCC)CCCC)CCC.CN(C)C(N=NC(N(C)C)=O)=O, predict the reaction product.